From a dataset of Peptide-MHC class II binding affinity with 134,281 pairs from IEDB. Regression. Given a peptide amino acid sequence and an MHC pseudo amino acid sequence, predict their binding affinity value. This is MHC class II binding data. (1) The peptide sequence is EKKYFAATQFEMLAA. The MHC is HLA-DQA10301-DQB10302 with pseudo-sequence HLA-DQA10301-DQB10302. The binding affinity (normalized) is 0.341. (2) The peptide sequence is YDKFLANVSCVLTGK. The MHC is DRB3_0202 with pseudo-sequence DRB3_0202. The binding affinity (normalized) is 0.811.